Dataset: NCI-60 drug combinations with 297,098 pairs across 59 cell lines. Task: Regression. Given two drug SMILES strings and cell line genomic features, predict the synergy score measuring deviation from expected non-interaction effect. (1) Drug 1: CCC1=C2CN3C(=CC4=C(C3=O)COC(=O)C4(CC)O)C2=NC5=C1C=C(C=C5)O. Drug 2: CC(C)(C#N)C1=CC(=CC(=C1)CN2C=NC=N2)C(C)(C)C#N. Cell line: HOP-62. Synergy scores: CSS=39.2, Synergy_ZIP=-2.16, Synergy_Bliss=-5.41, Synergy_Loewe=-29.7, Synergy_HSA=-5.60. (2) Drug 1: C1=CC(=CC=C1CCCC(=O)O)N(CCCl)CCCl. Drug 2: C1CNP(=O)(OC1)N(CCCl)CCCl. Cell line: NCI-H460. Synergy scores: CSS=9.52, Synergy_ZIP=0.321, Synergy_Bliss=-4.14, Synergy_Loewe=-25.6, Synergy_HSA=-4.13. (3) Drug 1: CC1C(C(CC(O1)OC2CC(CC3=C2C(=C4C(=C3O)C(=O)C5=C(C4=O)C(=CC=C5)OC)O)(C(=O)C)O)N)O.Cl. Drug 2: C1CCC(C(C1)N)N.C(=O)(C(=O)[O-])[O-].[Pt+4]. Cell line: HCC-2998. Synergy scores: CSS=19.5, Synergy_ZIP=-5.88, Synergy_Bliss=0.905, Synergy_Loewe=1.26, Synergy_HSA=2.31. (4) Synergy scores: CSS=62.8, Synergy_ZIP=-6.31, Synergy_Bliss=-6.52, Synergy_Loewe=3.35, Synergy_HSA=5.28. Drug 1: C1=C(C(=O)NC(=O)N1)F. Drug 2: C1C(C(OC1N2C=C(C(=O)NC2=O)F)CO)O. Cell line: HT29.